From a dataset of Full USPTO retrosynthesis dataset with 1.9M reactions from patents (1976-2016). Predict the reactants needed to synthesize the given product. (1) Given the product [CH:17]1([NH:16][C:14]2[N:13]([CH3:23])[C:12]3[CH:24]=[CH:25][C:9]([N:8]([C:6]4[CH:5]=[CH:4][N:3]=[C:2]([NH:36][C:35]5[CH:37]=[CH:38][C:32]([CH2:31][S:28]([CH3:27])(=[O:30])=[O:29])=[CH:33][CH:34]=5)[N:7]=4)[CH3:26])=[CH:10][C:11]=3[N:15]=2)[CH2:22][CH2:21][CH2:20][CH2:19][CH2:18]1, predict the reactants needed to synthesize it. The reactants are: Cl[C:2]1[N:7]=[C:6]([N:8]([CH3:26])[C:9]2[CH:25]=[CH:24][C:12]3[N:13]([CH3:23])[C:14]([NH:16][CH:17]4[CH2:22][CH2:21][CH2:20][CH2:19][CH2:18]4)=[N:15][C:11]=3[CH:10]=2)[CH:5]=[CH:4][N:3]=1.[CH3:27][S:28]([CH2:31][C:32]1[CH:38]=[CH:37][C:35]([NH2:36])=[CH:34][CH:33]=1)(=[O:30])=[O:29]. (2) Given the product [Cl:1][C:2]1[C:6]([CH2:7][Cl:19])=[C:5]([C:9]2[CH:14]=[CH:13][CH:12]=[CH:11][CH:10]=2)[S:4][N:3]=1, predict the reactants needed to synthesize it. The reactants are: [Cl:1][C:2]1[C:6]([CH2:7]O)=[C:5]([C:9]2[CH:14]=[CH:13][CH:12]=[CH:11][CH:10]=2)[S:4][N:3]=1.CS([Cl:19])(=O)=O. (3) Given the product [C:20]([O:19][C@H:12]1[C@H:13]([NH:18][C:35](=[O:42])[C:36]2[CH:41]=[CH:40][N:39]=[CH:38][CH:37]=2)[CH2:14][C@H:15]([CH2:16][OH:17])[C@H:11]1[O:10][C:2](=[O:9])[C:3]1[CH:4]=[CH:5][CH:6]=[CH:7][CH:8]=1)(=[O:27])[C:21]1[CH:26]=[CH:25][CH:24]=[CH:23][CH:22]=1, predict the reactants needed to synthesize it. The reactants are: Cl.[C:2]([O:10][C@@H:11]1[C@@H:15]([CH2:16][OH:17])[CH2:14][C@@H:13]([NH2:18])[C@@H:12]1[O:19][C:20](=[O:27])[C:21]1[CH:26]=[CH:25][CH:24]=[CH:23][CH:22]=1)(=[O:9])[C:3]1[CH:8]=[CH:7][CH:6]=[CH:5][CH:4]=1.CCN(CC)CC.[C:35](Cl)(=[O:42])[C:36]1[CH:41]=[CH:40][N:39]=[CH:38][CH:37]=1.[Cl-].[NH4+]. (4) Given the product [C:1]([C:3]1[CH:4]=[C:5]([S:10]([NH:20][C:16]2[N:15]=[N:14][CH:19]=[CH:18][CH:17]=2)(=[O:12])=[O:11])[CH:6]=[CH:7][C:8]=1[F:9])#[N:2], predict the reactants needed to synthesize it. The reactants are: [C:1]([C:3]1[CH:4]=[C:5]([S:10](Cl)(=[O:12])=[O:11])[CH:6]=[CH:7][C:8]=1[F:9])#[N:2].[N:14]1[CH:19]=[CH:18][CH:17]=[C:16]([NH2:20])[N:15]=1.C1N2CCN(CC2)C1. (5) Given the product [Br:34][C:35]1[CH:40]=[CH:39][C:38]([S:41]([NH:33][C:29]2[CH:28]=[C:27]([N:22]3[CH2:23][C@H:24]([CH3:26])[NH:25][C@H:20]([CH3:19])[CH2:21]3)[CH:32]=[CH:31][N:30]=2)(=[O:43])=[O:42])=[CH:37][C:36]=1[F:45], predict the reactants needed to synthesize it. The reactants are: BrC1C=CC(S(NC2C=CN=C(Cl)C=2)(=O)=O)=CC=1.[CH3:19][C@H:20]1[NH:25][C@@H:24]([CH3:26])[CH2:23][N:22]([C:27]2[CH:32]=[CH:31][N:30]=[C:29]([NH2:33])[CH:28]=2)[CH2:21]1.[Br:34][C:35]1[CH:40]=[CH:39][C:38]([S:41](Cl)(=[O:43])=[O:42])=[CH:37][C:36]=1[F:45]. (6) Given the product [C:1]([N:4]1[CH:8]=[C:7]([O:9][C:10]2[CH:15]=[CH:14][C:13]([S:28]([Cl:27])(=[O:31])=[O:29])=[CH:12][C:11]=2[Cl:16])[C:6]([C:17]2[CH:22]=[C:21]([S:28]([Cl:27])(=[O:31])=[O:29])[C:20]([OH:23])=[CH:19][C:18]=2[OH:25])=[N:5]1)(=[O:3])[CH3:2], predict the reactants needed to synthesize it. The reactants are: [C:1]([N:4]1[CH:8]=[C:7]([O:9][C:10]2[CH:15]=[CH:14][CH:13]=[CH:12][C:11]=2[Cl:16])[C:6]([C:17]2[CH:22]=[CH:21][C:20]([O:23]C)=[CH:19][C:18]=2[O:25]C)=[N:5]1)(=[O:3])[CH3:2].[Cl:27][S:28]([OH:31])(=O)=[O:29]. (7) Given the product [F:39][C:36]([F:37])([F:38])[C:34]1[CH:33]=[C:5]([C:6]([N:8]2[CH2:13][CH2:12][CH:11]([N:14]3[CH2:19][CH2:18][N:17]([CH3:20])[CH2:16][CH2:15]3)[CH:10]([C:26]3[CH:27]=[CH:28][C:29]([Cl:32])=[CH:30][CH:31]=3)[CH2:9]2)=[O:7])[CH:4]=[C:3]([C:2]([F:40])([F:1])[F:41])[CH:35]=1, predict the reactants needed to synthesize it. The reactants are: [F:1][C:2]([F:41])([F:40])[C:3]1[CH:4]=[C:5]([CH:33]=[C:34]([C:36]([F:39])([F:38])[F:37])[CH:35]=1)[C:6]([N:8]1[CH2:13][CH2:12][CH:11]([N:14]2[CH2:19][CH2:18][N:17]([C:20](=O)C(F)(F)F)[CH2:16][CH2:15]2)[CH:10]([C:26]2[CH:31]=[CH:30][C:29]([Cl:32])=[CH:28][CH:27]=2)[CH2:9]1)=[O:7].C=O. (8) Given the product [F:29][CH:16]([F:15])[CH:17]([C:19]1[CH:20]=[CH:21][C:22]([S:25]([NH:14][C:11]2[CH:10]=[CH:9][C:8]([CH:6]3[CH2:5][N:4]([CH2:1][CH2:2][CH3:3])[CH2:7]3)=[CH:13][CH:12]=2)(=[O:27])=[O:26])=[CH:23][CH:24]=1)[CH3:18], predict the reactants needed to synthesize it. The reactants are: [CH2:1]([N:4]1[CH2:7][CH:6]([C:8]2[CH:13]=[CH:12][C:11]([NH2:14])=[CH:10][CH:9]=2)[CH2:5]1)[CH2:2][CH3:3].[F:15][CH:16]([F:29])[CH:17]([C:19]1[CH:24]=[CH:23][C:22]([S:25](Cl)(=[O:27])=[O:26])=[CH:21][CH:20]=1)[CH3:18]. (9) Given the product [Cl:28][C:24]1[C:23]([CH3:29])=[C:22]([N:15]([CH:31]2[CH2:35][CH2:34][CH2:33][CH2:32]2)[C:13](=[O:14])[N:12]([CH3:60])[C:10]2[S:11][C:7]([S:6][CH2:5][C:4]([OH:3])=[O:30])=[CH:8][N:9]=2)[CH:27]=[CH:26][CH:25]=1, predict the reactants needed to synthesize it. The reactants are: C([O:3][C:4](=[O:30])[CH2:5][S:6][C:7]1[S:11][C:10]([NH:12][C:13]([N:15]([C:22]2[CH:27]=[CH:26][CH:25]=[C:24]([Cl:28])[C:23]=2[CH3:29])CC2CCCC2)=[O:14])=[N:9][CH:8]=1)C.[CH:31]1(N(C2C=CC(S(C)(=O)=O)=CC=2)C(=O)N(C)C2SC=C(CC(O)=O)N=2)[CH2:35][CH2:34][CH2:33][CH2:32]1.[CH:60]1(CNC2C=CC=C(Cl)C=2C)CCCC1.C(OC(=O)CSC1SC(N)=NC=1)C. (10) Given the product [CH3:26][S:23]([O:5][CH2:4][C:3]1[CH:6]=[CH:7][CH:8]=[C:9]([N+:10]([O-:12])=[O:11])[C:2]=1[CH3:1])(=[O:25])=[O:24], predict the reactants needed to synthesize it. The reactants are: [CH3:1][C:2]1[C:9]([N+:10]([O-:12])=[O:11])=[CH:8][CH:7]=[CH:6][C:3]=1[CH2:4][OH:5].ClCCl.C(N(CC)CC)C.[S:23](Cl)([CH3:26])(=[O:25])=[O:24].